This data is from Full USPTO retrosynthesis dataset with 1.9M reactions from patents (1976-2016). The task is: Predict the reactants needed to synthesize the given product. (1) Given the product [I:21][C:14]1[C:15]2[CH:20]=[N:19][CH:18]=[N:17][C:16]=2[N:12]([C:9]2([CH2:8][O:7][CH:2]3[CH2:3][CH2:4][CH2:5][CH2:6][O:1]3)[CH2:11][CH2:10]2)[CH:13]=1, predict the reactants needed to synthesize it. The reactants are: [O:1]1[CH2:6][CH2:5][CH2:4][CH2:3][CH:2]1[O:7][CH2:8][C:9]1([N:12]2[C:16]3[N:17]=[CH:18][N:19]=[CH:20][C:15]=3[CH:14]=[CH:13]2)[CH2:11][CH2:10]1.[I:21]N1C(=O)CCC1=O. (2) The reactants are: C([O:3][C:4]([CH:6]1[CH:10]([C:11]2[CH:16]=[CH:15][C:14]([NH:17][C:18](=[O:39])[CH2:19][C:20]3[CH:25]=[CH:24][C:23]([NH:26][C:27]([NH:29][C:30]4[CH:35]=[CH:34][CH:33]=[CH:32][C:31]=4[CH3:36])=[O:28])=[C:22]([O:37][CH3:38])[CH:21]=3)=[CH:13][CH:12]=2)[CH2:9][N:8]([C:40](=[O:42])[CH3:41])[CH2:7]1)=[O:5])C.[OH-].[Na+]. Given the product [C:40]([N:8]1[CH2:9][CH:10]([C:11]2[CH:16]=[CH:15][C:14]([NH:17][C:18](=[O:39])[CH2:19][C:20]3[CH:25]=[CH:24][C:23]([NH:26][C:27]([NH:29][C:30]4[CH:35]=[CH:34][CH:33]=[CH:32][C:31]=4[CH3:36])=[O:28])=[C:22]([O:37][CH3:38])[CH:21]=3)=[CH:13][CH:12]=2)[CH:6]([C:4]([OH:5])=[O:3])[CH2:7]1)(=[O:42])[CH3:41], predict the reactants needed to synthesize it. (3) Given the product [CH3:1][O:2][C:3]1[CH:8]=[C:7]([N+:9]([O-:11])=[O:10])[CH:6]=[CH:5][C:4]=1[C:22]1[CH:27]=[C:26]([CH3:28])[N+:25]([O-:29])=[N:24][CH:23]=1, predict the reactants needed to synthesize it. The reactants are: [CH3:1][O:2][C:3]1[CH:8]=[C:7]([N+:9]([O-:11])=[O:10])[CH:6]=[CH:5][C:4]=1B1OC(C)(C)C(C)(C)O1.Br[C:22]1[CH:27]=[C:26]([CH3:28])[N+:25]([O-:29])=[N:24][CH:23]=1.C(=O)([O-])[O-].[Cs+].[Cs+]. (4) Given the product [CH:9]([NH:11][CH2:12][C:13]#[C:14][C:5]1[CH:6]=[CH:7][C:2]([C:14]#[C:13][CH2:12][NH:11][CH:9]=[O:10])=[N:3][CH:4]=1)=[O:10], predict the reactants needed to synthesize it. The reactants are: Br[C:2]1[CH:7]=[CH:6][C:5](Br)=[CH:4][N:3]=1.[CH:9]([NH:11][CH2:12][C:13]#[CH:14])=[O:10]. (5) The reactants are: P(Br)(Br)([Br:3])=O.[CH3:6][C:7]1[N:8]([S:18]([C:21]2[CH:26]=[CH:25][CH:24]=[CH:23][CH:22]=2)(=[O:20])=[O:19])[C:9]2[C:14]([CH:15]=1)=[C:13]([CH2:16]O)[CH:12]=[CH:11][CH:10]=2.C(=O)(O)[O-].[Na+]. Given the product [Br:3][CH2:16][C:13]1[CH:12]=[CH:11][CH:10]=[C:9]2[C:14]=1[CH:15]=[C:7]([CH3:6])[N:8]2[S:18]([C:21]1[CH:22]=[CH:23][CH:24]=[CH:25][CH:26]=1)(=[O:19])=[O:20], predict the reactants needed to synthesize it.